Dataset: Forward reaction prediction with 1.9M reactions from USPTO patents (1976-2016). Task: Predict the product of the given reaction. (1) Given the reactants [Br:1][C:2]1[C:11]2[C:6](=[CH:7][CH:8]=[CH:9][CH:10]=2)[C:5]([C:12]2[CH:17]=[CH:16][C:15]([Cl:18])=[CH:14][CH:13]=2)=[C:4]([CH:19]([O:23][Si:24]([C:27]([CH3:30])([CH3:29])[CH3:28])([CH3:26])[CH3:25])[C:20]([OH:22])=[O:21])[C:3]=1[CH3:31].[Si](C=[N+]=[N-])(C)(C)[CH3:33].BrC1C2C(=CC=CC=2)C(C2C=CC(Cl)=CC=2)=C(C(O[Si](C(C)(C)C)(C)C)C=O)C=1C, predict the reaction product. The product is: [Br:1][C:2]1[C:11]2[C:6](=[CH:7][CH:8]=[CH:9][CH:10]=2)[C:5]([C:12]2[CH:13]=[CH:14][C:15]([Cl:18])=[CH:16][CH:17]=2)=[C:4]([CH:19]([O:23][Si:24]([C:27]([CH3:28])([CH3:30])[CH3:29])([CH3:25])[CH3:26])[C:20]([O:22][CH3:33])=[O:21])[C:3]=1[CH3:31]. (2) The product is: [NH:3]1[C:7]2[CH:8]=[CH:9][CH:10]=[CH:11][C:6]=2[N:5]=[C:4]1[C@H:12]([NH:22][C:23]([N:25]1[CH2:26][CH2:27][CH:28]2[NH:29][CH2:30][CH2:31][CH:32]12)=[O:24])[CH2:13][C:14]1[CH:19]=[CH:18][C:17]([O:20][CH3:21])=[CH:16][CH:15]=1. Given the reactants N#N.[NH:3]1[C:7]2[CH:8]=[CH:9][CH:10]=[CH:11][C:6]=2[N:5]=[C:4]1[C@H:12]([NH:22][C:23]([N:25]1[CH:32]2[CH:28]([N:29](C(OC(C)(C)C)=O)[CH2:30][CH2:31]2)[CH2:27][CH2:26]1)=[O:24])[CH2:13][C:14]1[CH:19]=[CH:18][C:17]([O:20][CH3:21])=[CH:16][CH:15]=1.FC(F)(F)S(O[Si](C(C)(C)C)(C)C)(=O)=O, predict the reaction product. (3) Given the reactants [I:1][C:2]1[C:10]([C:11]([O:13][CH2:14][CH3:15])=[O:12])=[C:5]2[CH2:6][NH:7][CH2:8][CH2:9][N:4]2[N:3]=1.[N:16]([C:19]([CH3:22])([CH3:21])[CH3:20])=[C:17]=[O:18], predict the reaction product. The product is: [C:19]([NH:16][C:17]([N:7]1[CH2:8][CH2:9][N:4]2[N:3]=[C:2]([I:1])[C:10]([C:11]([O:13][CH2:14][CH3:15])=[O:12])=[C:5]2[CH2:6]1)=[O:18])([CH3:22])([CH3:21])[CH3:20]. (4) Given the reactants [NH2:1][C:2]1[C:7]([NH2:8])=[C:6]([NH:9][C@@H:10]2[C@@H:15]3[CH2:16][C@@H:12]([CH:13]=[CH:14]3)[C@@H:11]2[C:17]([NH2:19])=[O:18])[C:5]([Cl:20])=[CH:4][N:3]=1.[CH3:21][O:22][C:23]1[C:30]([CH2:31][N:32]2[CH2:37][CH2:36][O:35][CH2:34][CH2:33]2)=[CH:29][CH:28]=[CH:27][C:24]=1[CH:25]=O, predict the reaction product. The product is: [Cl:20][C:5]1[C:6]([NH:9][C@@H:10]2[C@@H:15]3[CH2:16][C@@H:12]([CH:13]=[CH:14]3)[C@@H:11]2[C:17]([NH2:19])=[O:18])=[C:7]2[N:8]=[C:25]([C:24]3[CH:27]=[CH:28][CH:29]=[C:30]([CH2:31][N:32]4[CH2:37][CH2:36][O:35][CH2:34][CH2:33]4)[C:23]=3[O:22][CH3:21])[NH:1][C:2]2=[N:3][CH:4]=1. (5) Given the reactants CC(C)([O-])C.[K+].[CH:7]([N:10]1[CH2:15][CH2:14][CH:13]([OH:16])[CH2:12][CH2:11]1)([CH3:9])[CH3:8].[CH2:17]([N:24]1[CH2:33][CH2:32][C:31]2[N:30]=[C:29](Cl)[CH:28]=[CH:27][C:26]=2[CH2:25]1)[C:18]1[CH:23]=[CH:22][CH:21]=[CH:20][CH:19]=1, predict the reaction product. The product is: [CH2:17]([N:24]1[CH2:33][CH2:32][C:31]2[N:30]=[C:29]([O:16][CH:13]3[CH2:14][CH2:15][N:10]([CH:7]([CH3:9])[CH3:8])[CH2:11][CH2:12]3)[CH:28]=[CH:27][C:26]=2[CH2:25]1)[C:18]1[CH:19]=[CH:20][CH:21]=[CH:22][CH:23]=1. (6) Given the reactants C(OC(=O)[NH:7][C@H:8]([C:20]1[NH:24][N:23]=[N:22][N:21]=1)[CH2:9][C:10]1[CH:15]=[CH:14][C:13]([O:16][CH2:17][CH:18]=[CH2:19])=[CH:12][CH:11]=1)(C)(C)C.[ClH:26].O1CCOCC1, predict the reaction product. The product is: [ClH:26].[CH2:17]([O:16][C:13]1[CH:14]=[CH:15][C:10]([CH2:9][C@@H:8]([C:20]2[NH:24][N:23]=[N:22][N:21]=2)[NH2:7])=[CH:11][CH:12]=1)[CH:18]=[CH2:19]. (7) Given the reactants [CH2:1]([O:3][C:4]([C:6]1[C:11](=[O:12])[NH:10][C:9]2[N:13]([CH:17]([CH3:19])[CH3:18])[N:14]=[C:15]([CH3:16])[C:8]=2[C:7]=1[Cl:20])=[O:5])[CH3:2].C(C1C=C(C)C=C(C(C)(C)C)N=1)(C)(C)C.[O:36](S(C(F)(F)F)(=O)=O)[S:37]([C:40]([F:43])([F:42])[F:41])(=O)=[O:38], predict the reaction product. The product is: [CH2:1]([O:3][C:4]([C:6]1[C:7]([Cl:20])=[C:8]2[C:15]([CH3:16])=[N:14][N:13]([CH:17]([CH3:19])[CH3:18])[C:9]2=[N:10][C:11]=1[O:12][S:37]([C:40]([F:43])([F:42])[F:41])(=[O:38])=[O:36])=[O:5])[CH3:2].